This data is from Full USPTO retrosynthesis dataset with 1.9M reactions from patents (1976-2016). The task is: Predict the reactants needed to synthesize the given product. (1) Given the product [N:8]1[CH:9]=[CH:10][CH:11]=[C:6]([C:3]2[N:4]=[CH:5][N:1]([C:13]3[CH:18]=[CH:17][CH:16]=[C:15]([C:19]([F:22])([F:21])[F:20])[N:14]=3)[N:2]=2)[CH:7]=1, predict the reactants needed to synthesize it. The reactants are: [NH:1]1[CH:5]=[N:4][C:3]([C:6]2[CH:7]=[N:8][CH:9]=[CH:10][CH:11]=2)=[N:2]1.Cl[C:13]1[CH:18]=[CH:17][CH:16]=[C:15]([C:19]([F:22])([F:21])[F:20])[N:14]=1.C(=O)([O-])[O-].[K+].[K+].O. (2) Given the product [Br:1][C:2]1[CH:3]=[C:4]([C:9]([O:11][CH3:12])=[O:10])[CH:5]=[N:6][C:7]=1[I:14], predict the reactants needed to synthesize it. The reactants are: [Br:1][C:2]1[CH:3]=[C:4]([C:9]([O:11][CH3:12])=[O:10])[CH:5]=[N:6][C:7]=1Cl.[Na+].[I-:14]. (3) Given the product [CH3:21][C:10]1[N:11]([CH:15]([CH3:20])[C:16](=[O:17])[CH3:28])[C:12]2[C:8]([CH:9]=1)=[C:7]([C:22]([F:25])([F:24])[F:23])[C:6]([C:4]#[N:5])=[CH:14][CH:13]=2.[OH:30][C:31]([CH3:32])([CH3:1])[CH:15]([N:11]1[C:12]2[C:8](=[C:7]([C:22]([F:24])([F:23])[F:25])[C:6]([C:4]#[N:5])=[CH:14][CH:13]=2)[CH:9]=[C:10]1[CH3:21])[CH3:16], predict the reactants needed to synthesize it. The reactants are: [CH3:1][Mg]I.[C:4]([C:6]1[C:7]([C:22]([F:25])([F:24])[F:23])=[C:8]2[C:12](=[CH:13][CH:14]=1)[N:11]([CH:15]([CH3:20])[C:16](OC)=[O:17])[C:10]([CH3:21])=[CH:9]2)#[N:5].[NH4+].[Cl-].[CH3:28]C[O:30][CH2:31][CH3:32].